Task: Predict the reaction yield, written as a fraction of the theoretical maximum amount of product (1.0 means a 100% yield; for example, 0.34 means a 34% yield).. Dataset: Reaction yield outcomes from USPTO patents with 853,638 reactions (1) The reactants are [CH3:1][N:2]1[C:6]([N:7]2[C:11]3=[N:12][CH:13]=[CH:14][CH:15]=[C:10]3[CH:9]=[CH:8]2)=[C:5](/[CH:16]=[CH:17]/[C:18]([OH:20])=O)[C:4]([CH3:21])=[N:3]1.CC1C=CC=C([N+]([O-])=O)C=1C(OC(=O)C1C([N+]([O-])=O)=CC=CC=1C)=O.[CH2:47]([S:52]([NH2:55])(=[O:54])=[O:53])[CH2:48][CH2:49][CH2:50][CH3:51].C(N(CC)CC)C. The catalyst is CN(C)C1C=CN=CC=1.C(#N)C. The product is [CH3:1][N:2]1[C:6]([N:7]2[C:11]3=[N:12][CH:13]=[CH:14][CH:15]=[C:10]3[CH:9]=[CH:8]2)=[C:5](/[CH:16]=[CH:17]/[C:18]([NH:55][S:52]([CH2:47][CH2:48][CH2:49][CH2:50][CH3:51])(=[O:54])=[O:53])=[O:20])[C:4]([CH3:21])=[N:3]1. The yield is 0.850. (2) The reactants are O[CH2:2][C:3]1[CH:12]=[N:11][C:10]2[N:9]3[CH2:13][CH2:14][CH2:15][CH2:16][CH:8]3[C:7](=[O:17])[NH:6][C:5]=2[CH:4]=1.[I-].C(C[P+](C)(C)C)#N.C(N(C(C)C)C(C)C)C.Cl.[Cl:36][C:37]1[CH:42]=[CH:41][C:40]([CH:43]2[CH2:48][CH2:47][NH:46][CH2:45][CH2:44]2)=[CH:39][CH:38]=1. The yield is 0.320. The catalyst is C(#N)CC. The product is [Cl:36][C:37]1[CH:42]=[CH:41][C:40]([CH:43]2[CH2:44][CH2:45][N:46]([CH2:2][C:3]3[CH:12]=[N:11][C:10]4[N:9]5[CH2:13][CH2:14][CH2:15][CH2:16][CH:8]5[C:7](=[O:17])[NH:6][C:5]=4[CH:4]=3)[CH2:47][CH2:48]2)=[CH:39][CH:38]=1. (3) The yield is 0.697. The product is [Cl:1][C:2]1[CH:7]=[CH:6][C:5]([C@@:8]23[O:9][C@@:10]([CH2:19][OH:20])([CH2:17][O:18]2)[C@@H:11]([OH:16])[C@H:12]([OH:15])[C@H:13]3[OH:14])=[CH:4][C:3]=1[CH2:23][C:24]1[CH:25]=[CH:26][C:27]([OH:30])=[CH:28][CH:29]=1. The catalyst is ClCCl. The reactants are [Cl:1][C:2]1[CH:7]=[CH:6][C:5]([C@@:8]2(OC)[C@H:13]([OH:14])[C@@H:12]([OH:15])[C@H:11]([OH:16])[C:10]([CH2:19][OH:20])([CH2:17][OH:18])[O:9]2)=[CH:4][C:3]=1[CH2:23][C:24]1[CH:29]=[CH:28][C:27]([OH:30])=[CH:26][CH:25]=1.CC1CCCO1.C1(C)C(S(O)(=O)=O)=CC=CC=1. (4) The reactants are [CH3:1][C@:2]12[C:13]([CH3:15])([CH3:14])[C@H:5]([C:6]3[C:11]1=[N:10][NH:9][C:8](=O)[CH:7]=3)[CH2:4][CH2:3]2.O=P(Cl)(Cl)[Cl:18].C([O-])(O)=O.[Na+]. No catalyst specified. The product is [Cl:18][C:8]1[N:9]=[N:10][C:11]2[C@:2]3([CH3:1])[C:13]([CH3:15])([CH3:14])[C@H:5]([C:6]=2[CH:7]=1)[CH2:4][CH2:3]3. The yield is 0.600. (5) The reactants are [CH3:1][O:2][C:3]1[C:12]2[N:11]=[C:10]([C:13]3[S:17][C:16]([NH:18][C@H:19]([CH2:32][C:33]4[CH:38]=[CH:37][CH:36]=[CH:35][CH:34]=4)[CH2:20][N:21]4C(=O)C5C=CC=CC=5C4=O)=[N:15][N:14]=3)[CH:9]=[CH:8][C:7]=2[CH:6]=[N:5][CH:4]=1.O=C1C2C=CC=CC=2C(=O)N1C[C@H](NC(NNC(C1C=CC2C=NC=C(OC)C=2N=1)=O)=S)CC1C=CC=CC=1. The catalyst is CS(O)(=O)=O. The product is [NH2:21][CH2:20][C@H:19]([NH:18][C:16]1[S:17][C:13]([C:10]2[CH:9]=[CH:8][C:7]3[CH:6]=[N:5][CH:4]=[C:3]([O:2][CH3:1])[C:12]=3[N:11]=2)=[N:14][N:15]=1)[CH2:32][C:33]1[CH:34]=[CH:35][CH:36]=[CH:37][CH:38]=1. The yield is 0.810. (6) The reactants are [NH2:1][C:2]1[CH:3]=[C:4]2[C:9](=[CH:10][CH:11]=1)[N:8]=[CH:7][C:6]([C:12]#[N:13])=[C:5]2[NH:14][C:15]1[CH:20]=[CH:19][C:18]([F:21])=[C:17]([Cl:22])[CH:16]=1.[CH3:23][N:24]1[C:28]([N:29]2[CH2:34][CH2:33][O:32][CH2:31][CH2:30]2)=[C:27]([CH:35]=O)[C:26]([CH3:37])=[N:25]1.[BH3-]C#N.[Na+]. The catalyst is CCO. The product is [Cl:22][C:17]1[CH:16]=[C:15]([NH:14][C:5]2[C:4]3[C:9](=[CH:10][CH:11]=[C:2]([NH:1][CH2:35][C:27]4[C:26]([CH3:37])=[N:25][N:24]([CH3:23])[C:28]=4[N:29]4[CH2:30][CH2:31][O:32][CH2:33][CH2:34]4)[CH:3]=3)[N:8]=[CH:7][C:6]=2[C:12]#[N:13])[CH:20]=[CH:19][C:18]=1[F:21]. The yield is 0.300. (7) The catalyst is CO. The reactants are [CH:1]([C:4]1[CH:27]=[CH:26][C:7]([CH2:8][C:9]2[C:23]([CH3:24])=[CH:22][C:21]([CH3:25])=[CH:20][C:10]=2[O:11][C:12]([CH3:19])([CH3:18])[C:13]([O:15]CC)=[O:14])=[CH:6][CH:5]=1)([CH3:3])[CH3:2].[OH-].[Na+].C1COCC1.Cl. The product is [CH:1]([C:4]1[CH:5]=[CH:6][C:7]([CH2:8][C:9]2[C:23]([CH3:24])=[CH:22][C:21]([CH3:25])=[CH:20][C:10]=2[O:11][C:12]([CH3:18])([CH3:19])[C:13]([OH:15])=[O:14])=[CH:26][CH:27]=1)([CH3:3])[CH3:2]. The yield is 0.910.